From a dataset of Catalyst prediction with 721,799 reactions and 888 catalyst types from USPTO. Predict which catalyst facilitates the given reaction. (1) Reactant: C[O-].[Na+:3].[CH:4]1[C:9]([Cl:10])=[C:8]([S:11]([NH2:14])(=[O:13])=[O:12])[CH:7]=[C:6]2[S:15]([NH:18][CH:19]=[N:20][C:5]=12)(=[O:17])=[O:16]. Product: [CH:4]1[C:9]([Cl:10])=[C:8]([S:11]([NH2:14])(=[O:12])=[O:13])[CH:7]=[C:6]2[S:15]([N-:18][CH:19]=[N:20][C:5]=12)(=[O:17])=[O:16].[Na+:3]. The catalyst class is: 8. (2) Product: [NH2:1][CH2:4][C@@H:5]1[O:9][C:8](=[O:10])[N:7]([C:11]2[CH:16]=[CH:15][C:14]([Cl:17])=[CH:13][N:12]=2)[CH2:6]1. Reactant: [N:1]([CH2:4][C@@H:5]1[O:9][C:8](=[O:10])[N:7]([C:11]2[CH:16]=[CH:15][C:14]([Cl:17])=[CH:13][N:12]=2)[CH2:6]1)=[N+]=[N-].C1(P(C2C=CC=CC=2)C2C=CC=CC=2)C=CC=CC=1. The catalyst class is: 30. (3) Reactant: Cl.[Si]([O:19][CH2:20][C@H:21]([NH:34]C(=O)OC(C)(C)C)[CH2:22][O:23][CH2:24][C:25]([C:27]1[CH:32]=[CH:31][C:30]([Cl:33])=[CH:29][CH:28]=1)=O)(C(C)(C)C)(C1C=CC=CC=1)C1C=CC=CC=1.[F-].C([N+](CCCC)(CCCC)CCCC)CCC.[Cl-].[NH4+]. Product: [Cl:33][C:30]1[CH:31]=[CH:32][C:27]([C@H:25]2[NH:34][C@@H:21]([CH2:20][OH:19])[CH2:22][O:23][CH2:24]2)=[CH:28][CH:29]=1. The catalyst class is: 476. (4) Reactant: [Br:1][C:2]1[C:10]2[C:5](=[CH:6][CH:7]=[C:8]([C:11]([O:13][CH3:14])=[O:12])[CH:9]=2)[NH:4][N:3]=1.[H-].[Na+].Br[CH2:18][C:19]1[CH:24]=[CH:23][C:22]([C:25]2[C:26]([C:31]([O:33][C:34]([CH3:37])([CH3:36])[CH3:35])=[O:32])=[CH:27][CH:28]=[CH:29][CH:30]=2)=[CH:21][CH:20]=1. Product: [Br:1][C:2]1[C:10]2[C:5](=[CH:6][CH:7]=[C:8]([C:11]([O:13][CH3:14])=[O:12])[CH:9]=2)[N:4]([CH2:18][C:19]2[CH:24]=[CH:23][C:22]([C:25]3[CH:30]=[CH:29][CH:28]=[CH:27][C:26]=3[C:31]([O:33][C:34]([CH3:37])([CH3:36])[CH3:35])=[O:32])=[CH:21][CH:20]=2)[N:3]=1. The catalyst class is: 3. (5) Reactant: [O:1]=[C:2]1[NH:7][C:6]2[CH:8]=[CH:9][C:10]([NH:12][C:13](=[O:17])[C:14]([OH:16])=O)=[CH:11][C:5]=2[O:4][CH2:3]1.[CH3:18][C:19]1[CH:31]=[CH:30][C:22]([CH2:23][CH:24]2[CH2:29][CH2:28][NH:27][CH2:26][CH2:25]2)=[CH:21][CH:20]=1. Product: [CH3:18][C:19]1[CH:20]=[CH:21][C:22]([CH2:23][CH:24]2[CH2:29][CH2:28][N:27]([C:14](=[O:16])[C:13]([NH:12][C:10]3[CH:9]=[CH:8][C:6]4[NH:7][C:2](=[O:1])[CH2:3][O:4][C:5]=4[CH:11]=3)=[O:17])[CH2:26][CH2:25]2)=[CH:30][CH:31]=1. The catalyst class is: 27. (6) Reactant: [C:1]([C@:3]1([CH:12]([C:18](OCC)=O)[C:13]([O:15]CC)=[O:14])[CH2:9][C@@H:8]2[C@H:4]1[CH:5]=[C:6]([CH2:10][CH3:11])[CH2:7]2)#[N:2].[OH-].[K+]. Product: [C:1]([C@:3]1([CH2:12][C:13]([O-:15])=[O:14])[CH2:9][C@@H:8]2[C@H:4]1[CH:5]=[C:6]([CH2:10][CH3:11])[CH2:7]2)#[N:2].[CH2:1]([NH3+:2])[C:3]1[CH:9]=[CH:8][CH:4]=[CH:18][CH:12]=1. The catalyst class is: 14. (7) Reactant: C(N(CC)CC)C.[CH:8]([C:10]1[C:18]2[C:13](=[CH:14][CH:15]=[CH:16][CH:17]=2)[N:12](C(OC(C)(C)C)=O)[CH:11]=1)=[O:9].[CH:26](=[N:33][C:34]1[CH:39]=[N:38][CH:37]=[C:36]([O:40][CH3:41])[N:35]=1)[C:27]1[CH:32]=[CH:31][CH:30]=[CH:29][CH:28]=1. Product: [NH:12]1[C:13]2[C:18](=[CH:17][CH:16]=[CH:15][CH:14]=2)[C:10]([C:8](=[O:9])[CH:26]([NH:33][C:34]2[CH:39]=[N:38][CH:37]=[C:36]([O:40][CH3:41])[N:35]=2)[C:27]2[CH:32]=[CH:31][CH:30]=[CH:29][CH:28]=2)=[CH:11]1. The catalyst class is: 433. (8) Reactant: Br(O)(=O)=O.[Br:5][C:6]1[S:10][C:9]([NH2:11])=[N:8][CH:7]=1.N1C=CC=CC=1.[Br:18][CH2:19][CH2:20][CH2:21][CH2:22][C:23](Cl)=[O:24].CO. Product: [Br:18][CH2:19][CH2:20][CH2:21][CH2:22][C:23]([NH:11][C:9]1[S:10][C:6]([Br:5])=[CH:7][N:8]=1)=[O:24]. The catalyst class is: 2.